Predict the reactants needed to synthesize the given product. From a dataset of Retrosynthesis with 50K atom-mapped reactions and 10 reaction types from USPTO. Given the product CSc1nc(SCC(N)=O)c(C#N)c(-c2ccc(Cl)c(Cl)c2)n1, predict the reactants needed to synthesize it. The reactants are: CSc1nc(Cl)c(C#N)c(-c2ccc(Cl)c(Cl)c2)n1.NC(=O)CS.